Dataset: Forward reaction prediction with 1.9M reactions from USPTO patents (1976-2016). Task: Predict the product of the given reaction. (1) Given the reactants [CH3:1][S:2]([CH2:36][CH2:37][CH2:38][C:39]([O:41]C)=[O:40])(=[N:4][C:5]([C:7]1[CH:11]=[C:10]([C:12]2[CH:17]=[C:16]([O:18][C:19]3[CH:24]=[CH:23][C:22]([NH:25][C:26]([NH:28][C:29]4[CH:34]=[CH:33][CH:32]=[C:31]([CH3:35])[CH:30]=4)=[O:27])=[CH:21][CH:20]=3)[CH:15]=[CH:14][N:13]=2)[NH:9][CH:8]=1)=[O:6])=[O:3].[OH-].[Na+].O.Cl, predict the reaction product. The product is: [CH3:1][S:2]([CH2:36][CH2:37][CH2:38][C:39]([OH:41])=[O:40])(=[N:4][C:5]([C:7]1[CH:11]=[C:10]([C:12]2[CH:17]=[C:16]([O:18][C:19]3[CH:24]=[CH:23][C:22]([NH:25][C:26]([NH:28][C:29]4[CH:34]=[CH:33][CH:32]=[C:31]([CH3:35])[CH:30]=4)=[O:27])=[CH:21][CH:20]=3)[CH:15]=[CH:14][N:13]=2)[NH:9][CH:8]=1)=[O:6])=[O:3]. (2) Given the reactants [N:1]1[CH:6]=[C:5]([C:7]([NH:9][C:10]2([C:13]([OH:15])=O)[CH2:12][CH2:11]2)=[O:8])[CH:4]=[N:3][CH:2]=1.[NH2:16][CH2:17][C:18]1[CH:23]=[CH:22][C:21]([NH:24][C:25]2[CH:30]=[CH:29][C:28]([O:31][CH2:32][CH3:33])=[CH:27][C:26]=2[C:34]([F:37])([F:36])[F:35])=[CH:20][CH:19]=1, predict the reaction product. The product is: [CH2:32]([O:31][C:28]1[CH:29]=[CH:30][C:25]([NH:24][C:21]2[CH:22]=[CH:23][C:18]([CH2:17][NH:16][C:13]([C:10]3([NH:9][C:7]([C:5]4[CH:4]=[N:3][CH:2]=[N:1][CH:6]=4)=[O:8])[CH2:11][CH2:12]3)=[O:15])=[CH:19][CH:20]=2)=[C:26]([C:34]([F:35])([F:36])[F:37])[CH:27]=1)[CH3:33]. (3) The product is: [NH2:26][C@@H:27]([C@H:28]([OH:29])[CH3:30])[C:31]([NH:17][C:16]1[CH:15]=[CH:14][C:13]([CH2:1][CH2:2][CH2:3][CH2:4][CH2:5][CH2:6][CH2:7][CH2:8][CH2:9][CH2:10][CH2:11][CH3:12])=[CH:19][CH:18]=1)=[O:32]. Given the reactants [CH2:1]([C:13]1[CH:19]=[CH:18][C:16]([NH2:17])=[CH:15][CH:14]=1)[CH2:2][CH2:3][CH2:4][CH2:5][CH2:6][CH2:7][CH2:8][CH2:9][CH2:10][CH2:11][CH3:12].C(OC[NH:26][C@H:27]([C:31](O)=[O:32])[C@@H:28]([CH3:30])[OH:29])(C)(C)C, predict the reaction product. (4) Given the reactants C(OC(=O)[NH:7][C@H:8]1[CH2:13][CH2:12][C@H:11]([CH2:14][O:15][CH3:16])[CH2:10][CH2:9]1)(C)(C)C.[F:18][C:19]([F:24])([F:23])[C:20]([OH:22])=[O:21], predict the reaction product. The product is: [F:18][C:19]([F:24])([F:23])[C:20]([OH:22])=[O:21].[CH3:16][O:15][CH2:14][C@H:11]1[CH2:12][CH2:13][C@H:8]([NH2:7])[CH2:9][CH2:10]1. (5) The product is: [CH2:6]([O:5][C:1]([NH:2][N:3]=[C:10]1[NH:14][CH2:13][CH2:12][S:11]1)=[O:4])[CH3:7]. Given the reactants [C:1]([O:5][CH2:6][CH3:7])(=[O:4])[NH:2][NH2:3].CS[C:10]1[S:11][CH2:12][CH2:13][N:14]=1, predict the reaction product. (6) Given the reactants [CH2:1]([N:8]1[C:12]2[CH2:13][C:14](=[O:16])[CH2:15][C:11]=2[C:10]([C:17]([NH2:19])=O)=[N:9]1)[C:2]1[CH:7]=[CH:6][CH:5]=[CH:4][CH:3]=1.N1C(Cl)=NC(Cl)=NC=1Cl, predict the reaction product. The product is: [CH2:1]([N:8]1[C:12]2[CH2:13][C:14](=[O:16])[CH2:15][C:11]=2[C:10]([C:17]#[N:19])=[N:9]1)[C:2]1[CH:3]=[CH:4][CH:5]=[CH:6][CH:7]=1.